Dataset: Forward reaction prediction with 1.9M reactions from USPTO patents (1976-2016). Task: Predict the product of the given reaction. (1) Given the reactants [Cl:1][C:2]1[CH:3]=[C:4]([O:13][CH:14]2[CH2:19][CH2:18][O:17][CH2:16][CH2:15]2)[C:5]([CH3:12])=[C:6]([CH:11]=1)[C:7]([O:9]C)=[O:8].CO.[OH-].[Na+].Cl, predict the reaction product. The product is: [Cl:1][C:2]1[CH:3]=[C:4]([O:13][CH:14]2[CH2:19][CH2:18][O:17][CH2:16][CH2:15]2)[C:5]([CH3:12])=[C:6]([CH:11]=1)[C:7]([OH:9])=[O:8]. (2) Given the reactants O1CC[CH2:3][CH2:2]1.Cl[C:7]1[CH:12]=[C:11]([C:13]([F:16])([F:15])[F:14])[CH:10]=[C:9]([Cl:17])[N:8]=1.C([Mg]Br)C, predict the reaction product. The product is: [Cl:17][C:9]1[CH:10]=[C:11]([C:13]([F:16])([F:15])[F:14])[CH:12]=[C:7]([CH2:2][CH3:3])[N:8]=1. (3) Given the reactants [CH3:1][C:2]1([CH:9]2[CH2:14][CH2:13][CH2:12][CH2:11][CH:10]2[CH3:15])[NH:6][C:5](=[O:7])[NH:4][C:3]1=[O:8].Br[CH2:17][C:18]([C:20]1[CH:25]=[CH:24][CH:23]=[CH:22][CH:21]=1)=[O:19], predict the reaction product. The product is: [CH3:1][C:2]1([CH:9]2[CH2:14][CH2:13][CH2:12][CH2:11][CH:10]2[CH3:15])[NH:6][C:5](=[O:7])[N:4]([CH2:17][C:18](=[O:19])[C:20]2[CH:25]=[CH:24][CH:23]=[CH:22][CH:21]=2)[C:3]1=[O:8]. (4) Given the reactants [CH2:1]([C@H:3]1[CH2:8][CH2:7][C@H:6]([O:9][C:10]2[CH:15]=[CH:14][C:13]([C:16]3[CH2:21][CH2:20][N:19](C(OC(C)(C)C)=O)[CH2:18][CH:17]=3)=[CH:12][CH:11]=2)[CH2:5][CH2:4]1)[CH3:2].C(O)(C(F)(F)F)=O, predict the reaction product. The product is: [CH2:1]([C@H:3]1[CH2:8][CH2:7][C@H:6]([O:9][C:10]2[CH:11]=[CH:12][C:13]([C:16]3[CH2:21][CH2:20][NH:19][CH2:18][CH:17]=3)=[CH:14][CH:15]=2)[CH2:5][CH2:4]1)[CH3:2]. (5) Given the reactants [CH3:1][O:2][C:3](=[O:53])[C@@H:4]([NH:20][C:21]([CH:23]1[CH2:32][C:31]2[CH:30]=[C:29]3[O:33][CH2:34][C@H:35]([C:37]4[CH:42]=[CH:41][C:40]([O:43][CH2:44][C:45]5[CH:50]=[CH:49][C:48]([Cl:51])=[C:47]([Cl:52])[CH:46]=5)=[CH:39][CH:38]=4)[O:36][C:28]3=[CH:27][C:26]=2[CH2:25][NH:24]1)=[O:22])[CH2:5][C:6]1[CH:11]=[CH:10][C:9]([C:12]2[CH:17]=[CH:16][C:15]([C:18]#[N:19])=[CH:14][CH:13]=2)=[CH:8][CH:7]=1.[C:54]([O:58][C:59](=[O:74])[NH:60][C:61]1[S:62][C:63]2[CH:69]=[C:68]([S:70](Cl)(=[O:72])=[O:71])[CH:67]=[CH:66][C:64]=2[N:65]=1)([CH3:57])([CH3:56])[CH3:55], predict the reaction product. The product is: [CH3:1][O:2][C:3](=[O:53])[C@@H:4]([NH:20][C:21]([CH:23]1[CH2:32][C:31]2[CH:30]=[C:29]3[O:33][CH2:34][C@H:35]([C:37]4[CH:42]=[CH:41][C:40]([O:43][CH2:44][C:45]5[CH:50]=[CH:49][C:48]([Cl:51])=[C:47]([Cl:52])[CH:46]=5)=[CH:39][CH:38]=4)[O:36][C:28]3=[CH:27][C:26]=2[CH2:25][N:24]1[S:70]([C:68]1[CH:67]=[CH:66][C:64]2[N:65]=[C:61]([NH:60][C:59]([O:58][C:54]([CH3:55])([CH3:56])[CH3:57])=[O:74])[S:62][C:63]=2[CH:69]=1)(=[O:72])=[O:71])=[O:22])[CH2:5][C:6]1[CH:11]=[CH:10][C:9]([C:12]2[CH:13]=[CH:14][C:15]([C:18]#[N:19])=[CH:16][CH:17]=2)=[CH:8][CH:7]=1. (6) Given the reactants CC(C)([O-])C.[F:6][C:7]1[CH:12]=[CH:11][CH:10]=[CH:9][C:8]=1[CH2:13][C:14]#[N:15].[CH2:16]([O:19][CH2:20][CH2:21]OS(C1C=CC(C)=CC=1)(=O)=O)[CH:17]=[CH2:18].C1OCCOCCOCCOCCOCCOC1.[Cl-].[NH4+], predict the reaction product. The product is: [CH2:16]([O:19][CH2:20][CH2:21][CH:13]([C:8]1[CH:9]=[CH:10][CH:11]=[CH:12][C:7]=1[F:6])[C:14]#[N:15])[CH:17]=[CH2:18].